The task is: Binary Classification. Given a drug SMILES string, predict its activity (active/inactive) in a high-throughput screening assay against a specified biological target.. This data is from HIV replication inhibition screening data with 41,000+ compounds from the AIDS Antiviral Screen. (1) The molecule is CC(=O)c1c(O)cc(O)c(-c2c(C)cc(O)c3c2C(=O)c2cccc(O)c2C3=O)c1O. The result is 0 (inactive). (2) The molecule is COc1ccc(C=C2SC(=S)N(C=C3C(=O)NC(=S)NC3=O)C2=O)cc1OC. The result is 0 (inactive). (3) The drug is CC(C)(c1cc(Cl)c(O)c(CN2CCOCC2)c1)c1cc(Cl)c(O)c(CN2CCOCC2)c1. The result is 0 (inactive).